The task is: Predict the product of the given reaction.. This data is from Forward reaction prediction with 1.9M reactions from USPTO patents (1976-2016). (1) Given the reactants [CH2:1]([N:3]1[C:15]2[CH:14]=[CH:13][C:12]([C:16]3[NH:20][C:19]4[CH:21]=[CH:22][C:23]([C:25]([O:27]C)=[O:26])=[CH:24][C:18]=4[N:17]=3)=[CH:11][C:10]=2[C:9]2[C:4]1=[CH:5][CH:6]=[CH:7][CH:8]=2)[CH3:2].[CH3:29][O:30][CH2:31][C@@H:32]1[CH2:34][O:33]1, predict the reaction product. The product is: [CH2:1]([N:3]1[C:15]2[CH:14]=[CH:13][C:12]([C:16]3[N:20]([CH2:34][C@H:32]([OH:33])[CH2:31][O:30][CH3:29])[C:19]4[CH:21]=[CH:22][C:23]([C:25]([OH:27])=[O:26])=[CH:24][C:18]=4[N:17]=3)=[CH:11][C:10]=2[C:9]2[C:4]1=[CH:5][CH:6]=[CH:7][CH:8]=2)[CH3:2]. (2) Given the reactants [CH2:1]([N:8]1[C:16]2[C:11](=[CH:12]C(OCCOS(C3C=CC(C)=CC=3)(=O)=O)=C[CH:15]=2)[C:10]([S:31]([C:34]2[C:43]3[C:38](=[CH:39][CH:40]=[CH:41][CH:42]=3)[CH:37]=[CH:36][CH:35]=2)(=[O:33])=[O:32])=[N:9]1)[C:2]1[CH:7]=[CH:6][CH:5]=[CH:4][CH:3]=1.[CH2:44]([NH:46][CH3:47])[CH3:45].[CH2:48]1[CH2:52][O:51][CH2:50][CH2:49]1, predict the reaction product. The product is: [CH2:1]([N:8]1[C:16]2[C:11](=[CH:12][C:50]([O:51][CH2:52][CH2:48][N:46]([CH2:44][CH3:45])[CH3:47])=[CH:49][CH:15]=2)[C:10]([S:31]([C:34]2[C:43]3[C:38](=[CH:39][CH:40]=[CH:41][CH:42]=3)[CH:37]=[CH:36][CH:35]=2)(=[O:32])=[O:33])=[N:9]1)[C:2]1[CH:7]=[CH:6][CH:5]=[CH:4][CH:3]=1. (3) Given the reactants [N:1]1([C:12]([O:14][CH2:15][C:16]2[CH:21]=[CH:20][CH:19]=[CH:18][CH:17]=2)=[O:13])[CH2:6][CH2:5][CH2:4][CH:3]([C:7]([O:9][CH2:10][CH3:11])=[O:8])[CH2:2]1.[CH3:22][Si]([N-][Si](C)(C)C)(C)C.[Li+].IC, predict the reaction product. The product is: [CH3:22][C:3]1([C:7]([O:9][CH2:10][CH3:11])=[O:8])[CH2:4][CH2:5][CH2:6][N:1]([C:12]([O:14][CH2:15][C:16]2[CH:21]=[CH:20][CH:19]=[CH:18][CH:17]=2)=[O:13])[CH2:2]1. (4) Given the reactants [CH3:1][C:2]1([CH3:29])[C:6]([CH3:8])([CH3:7])[O:5][B:4]([C:9]2[CH:10]=[C:11]([CH:15]=[C:16]3[CH2:21][CH2:20][N:19]([C:22]([O:24][C:25]([CH3:28])([CH3:27])[CH3:26])=[O:23])[CH2:18][CH2:17]3)[CH:12]=[CH:13][CH:14]=2)[O:3]1.N#N.B([O-])[O-].B(O)O.B([O-])[O-], predict the reaction product. The product is: [CH3:7][C:6]1([CH3:8])[C:2]([CH3:1])([CH3:29])[O:3][B:4]([C:9]2[CH:10]=[C:11]([CH2:15][CH:16]3[CH2:17][CH2:18][N:19]([C:22]([O:24][C:25]([CH3:28])([CH3:27])[CH3:26])=[O:23])[CH2:20][CH2:21]3)[CH:12]=[CH:13][CH:14]=2)[O:5]1. (5) Given the reactants [F:1][C:2]1[CH:10]=[C:9]2[C:5]([C:6]([C:12]3[N:13]=[C:14]4[C:20]([C:21]([OH:23])=O)=[CH:19][N:18]([CH2:24][O:25][CH2:26][CH2:27][Si:28]([CH3:31])([CH3:30])[CH3:29])[C:15]4=[N:16][CH:17]=3)=[N:7][N:8]2[CH3:11])=[CH:4][CH:3]=1.Cl.[O:33]1[CH:37]=[CH:36][CH:35]=[C:34]1[C@H:38]([NH2:40])[CH3:39].C(N(CC)C(C)C)(C)C.CN(C(ON1N=NC2C=CC=NC1=2)=[N+](C)C)C.F[P-](F)(F)(F)(F)F, predict the reaction product. The product is: [O:33]1[CH:37]=[CH:36][CH:35]=[C:34]1[C@H:38]([NH:40][C:21]([C:20]1[C:14]2[C:15](=[N:16][CH:17]=[C:12]([C:6]3[C:5]4[C:9](=[CH:10][C:2]([F:1])=[CH:3][CH:4]=4)[N:8]([CH3:11])[N:7]=3)[N:13]=2)[N:18]([CH2:24][O:25][CH2:26][CH2:27][Si:28]([CH3:29])([CH3:30])[CH3:31])[CH:19]=1)=[O:23])[CH3:39]. (6) Given the reactants O[C:2]1([C:23]2[CH:28]=[CH:27][CH:26]=[CH:25][C:24]=2[O:29][CH3:30])[C:6]2[CH:7]=[C:8]([NH:13][C:14](=[O:20])[CH2:15][C:16]([CH3:19])([CH3:18])[CH3:17])[C:9]([CH3:12])=[C:10]([CH3:11])[C:5]=2[O:4][C:3]1([CH3:22])[CH3:21], predict the reaction product. The product is: [CH3:30][O:29][C:24]1[CH:25]=[CH:26][CH:27]=[CH:28][C:23]=1[CH:2]1[C:6]2[CH:7]=[C:8]([NH:13][C:14](=[O:20])[CH2:15][C:16]([CH3:18])([CH3:17])[CH3:19])[C:9]([CH3:12])=[C:10]([CH3:11])[C:5]=2[O:4][C:3]1([CH3:22])[CH3:21]. (7) Given the reactants C(N(S(F)(F)[F:7])CC)C.[F:10][C:11]1[C:12]([C:27]2[CH:32]=[CH:31][CH:30]=[CH:29][CH:28]=2)=[C:13]([CH3:26])[C:14]([C:24]#[N:25])=[C:15]2[C:19]=1[O:18][C:17]([C:20](O)([CH3:22])[CH3:21])=[N:16]2.C(=O)([O-])O.[Na+], predict the reaction product. The product is: [F:10][C:11]1[C:12]([C:27]2[CH:32]=[CH:31][CH:30]=[CH:29][CH:28]=2)=[C:13]([CH3:26])[C:14]([C:24]#[N:25])=[C:15]2[C:19]=1[O:18][C:17]([C:20]([F:7])([CH3:22])[CH3:21])=[N:16]2. (8) Given the reactants [F:1][C:2]([F:15])([F:14])[C:3]1[CH:8]=[CH:7][C:6]([CH2:9][C:10]([NH:12][NH2:13])=O)=[CH:5][CH:4]=1.[N:16]([C:19]1[CH:24]=[CH:23][C:22]([S:25]([NH:28][C:29]2[S:30][CH:31]=[CH:32][N:33]=2)(=[O:27])=[O:26])=[CH:21][CH:20]=1)=[C:17]=[S:18].C(=O)([O-])[O-].[Na+].[Na+], predict the reaction product. The product is: [S:30]1[CH:31]=[CH:32][N:33]=[C:29]1[NH:28][S:25]([C:22]1[CH:21]=[CH:20][C:19]([NH:16][C:17]2[S:18][C:10]([CH2:9][C:6]3[CH:7]=[CH:8][C:3]([C:2]([F:15])([F:14])[F:1])=[CH:4][CH:5]=3)=[N:12][N:13]=2)=[CH:24][CH:23]=1)(=[O:26])=[O:27].